The task is: Regression. Given a peptide amino acid sequence and an MHC pseudo amino acid sequence, predict their binding affinity value. This is MHC class II binding data.. This data is from Peptide-MHC class II binding affinity with 134,281 pairs from IEDB. (1) The peptide sequence is KTLILLETFVRVNPD. The MHC is DRB1_0401 with pseudo-sequence DRB1_0401. The binding affinity (normalized) is 0.558. (2) The MHC is HLA-DQA10501-DQB10301 with pseudo-sequence HLA-DQA10501-DQB10301. The peptide sequence is STIFPFRRLFMVAEV. The binding affinity (normalized) is 0.0549. (3) The peptide sequence is AVKPAAEEVKVIPAG. The MHC is HLA-DQA10301-DQB10302 with pseudo-sequence HLA-DQA10301-DQB10302. The binding affinity (normalized) is 0.182. (4) The peptide sequence is LGNVLINESFGVEPV. The MHC is DRB1_0901 with pseudo-sequence DRB1_0901. The binding affinity (normalized) is 0.356.